Dataset: Forward reaction prediction with 1.9M reactions from USPTO patents (1976-2016). Task: Predict the product of the given reaction. Given the reactants Cl[C:2]1[N:10]=[C:9]([NH:11]C(=O)C2C=CC=CC=2)[N:8]=[C:7]2[C:3]=1[N:4]=[CH:5][N:6]2[C@@H:20]1[O:27][C@H:26]([CH2:28][OH:29])[C@@H:25]([OH:30])[C@:21]21[O:24][CH2:23][CH2:22]2.CO.C[O-].[Na+].[CH:36]1([NH2:39])[CH2:38][CH2:37]1, predict the reaction product. The product is: [NH2:11][C:9]1[N:8]=[C:7]2[C:3]([N:4]=[CH:5][N:6]2[C@@H:20]2[O:27][C@H:26]([CH2:28][OH:29])[C@@H:25]([OH:30])[C@:21]32[O:24][CH2:23][CH2:22]3)=[C:2]([NH:39][CH:36]2[CH2:38][CH2:37]2)[N:10]=1.